Dataset: Catalyst prediction with 721,799 reactions and 888 catalyst types from USPTO. Task: Predict which catalyst facilitates the given reaction. (1) Reactant: [Br:1][C:2]1[CH:15]=[C:14]2[C:5]([O:6][CH2:7][CH2:8][N:9]3[C:13]2=[N:12][C:11]([C:16](/[N:18]=[CH:19]/[N:20](C)C)=O)=[CH:10]3)=[CH:4][CH:3]=1.Cl.[CH:24]([NH:27]N)([CH3:26])[CH3:25]. Product: [Br:1][C:2]1[CH:15]=[C:14]2[C:5]([O:6][CH2:7][CH2:8][N:9]3[C:13]2=[N:12][C:11]([C:16]2[N:27]([CH:24]([CH3:26])[CH3:25])[N:20]=[CH:19][N:18]=2)=[CH:10]3)=[CH:4][CH:3]=1. The catalyst class is: 52. (2) Reactant: [OH-].[Li+].C([O:6][CH2:7][C:8]([NH:10][C@H:11]1[C@@H:16]2[C@@H:14]([C@H:15]2[C:17]([O:19]CC)=[O:18])[C@:13]([NH:27][C:28]([O:30][C:31]([CH3:34])([CH3:33])[CH3:32])=[O:29])([C:22]([O:24]CC)=[O:23])[C@@H:12]1[O:35][CH2:36][C:37]1[CH:42]=[CH:41][C:40]([Cl:43])=[C:39]([Cl:44])[CH:38]=1)=[O:9])(=O)C.Cl. Product: [C:31]([O:30][C:28]([NH:27][C@@:13]1([C:22]([OH:24])=[O:23])[C@H:12]([O:35][CH2:36][C:37]2[CH:42]=[CH:41][C:40]([Cl:43])=[C:39]([Cl:44])[CH:38]=2)[C@@H:11]([NH:10][C:8](=[O:9])[CH2:7][OH:6])[C@@H:16]2[C@H:14]1[C@H:15]2[C:17]([OH:19])=[O:18])=[O:29])([CH3:34])([CH3:32])[CH3:33]. The catalyst class is: 7. (3) Product: [Cl:1][C:2]1[CH:3]=[CH:4][C:5]([N:8]2[CH2:9][CH2:10][N:11]([C:33](=[O:34])[CH2:32][N:16]3[CH2:17][CH2:18][C:19]([C:20]4[CH:25]=[CH:24][CH:23]=[CH:22][CH:21]=4)([C:26]4[CH:31]=[CH:30][CH:29]=[CH:28][CH:27]=4)[C:15]3=[O:14])[CH2:12][CH2:13]2)=[N:6][CH:7]=1. Reactant: [Cl:1][C:2]1[CH:3]=[CH:4][C:5]([N:8]2[CH2:13][CH2:12][NH:11][CH2:10][CH2:9]2)=[N:6][CH:7]=1.[O:14]=[C:15]1[C:19]([C:26]2[CH:31]=[CH:30][CH:29]=[CH:28][CH:27]=2)([C:20]2[CH:25]=[CH:24][CH:23]=[CH:22][CH:21]=2)[CH2:18][CH2:17][N:16]1[CH2:32][C:33](O)=[O:34].Cl.C(N=C=NCCCN(C)C)C. The catalyst class is: 4. (4) Reactant: [NH:1]1[C:5]2[CH:6]=[CH:7][CH:8]=[CH:9][C:4]=2[N:3]=[C:2]1[C:10]([N:12]1[CH2:15][CH:14]([C:16]2[C:21]([C:22]3[CH:27]=[CH:26][CH:25]=[CH:24][CH:23]=3)=[CH:20][N:19]=[C:18](Cl)[N:17]=2)[CH2:13]1)=[O:11]. Product: [NH:1]1[C:5]2[CH:6]=[CH:7][CH:8]=[CH:9][C:4]=2[N:3]=[C:2]1[C:10]([N:12]1[CH2:15][CH:14]([C:16]2[C:21]([C:22]3[CH:27]=[CH:26][CH:25]=[CH:24][CH:23]=3)=[CH:20][N:19]=[CH:18][N:17]=2)[CH2:13]1)=[O:11]. The catalyst class is: 19.